Dataset: Reaction yield outcomes from USPTO patents with 853,638 reactions. Task: Predict the reaction yield, written as a fraction of the theoretical maximum amount of product (1.0 means a 100% yield; for example, 0.34 means a 34% yield). (1) The reactants are [NH2:1][C:2]1[C:7]2=[C:8]([C:16]3[CH:21]=[CH:20][C:19]([NH:22][C:23]([NH:25][C:26]4[CH:31]=[C:30]([C:32]([F:35])([F:34])[F:33])[CH:29]=[CH:28][C:27]=4[F:36])=[O:24])=[CH:18][CH:17]=3)[C:9]([CH2:13][O:14][CH3:15])=[C:10]([CH:11]=[O:12])[N:6]2[N:5]=[CH:4][N:3]=1.[CH3:37][Li]. The catalyst is C1COCC1. The product is [NH2:1][C:2]1[C:7]2=[C:8]([C:16]3[CH:21]=[CH:20][C:19]([NH:22][C:23]([NH:25][C:26]4[CH:31]=[C:30]([C:32]([F:33])([F:34])[F:35])[CH:29]=[CH:28][C:27]=4[F:36])=[O:24])=[CH:18][CH:17]=3)[C:9]([CH2:13][O:14][CH3:15])=[C:10]([CH:11]([OH:12])[CH3:37])[N:6]2[N:5]=[CH:4][N:3]=1. The yield is 0.500. (2) The reactants are [CH3:1][CH:2]([CH3:32])[CH2:3][CH:4]([NH:21][C:22]1[N:27]=[CH:26][C:25]([C:28]([O:30]C)=O)=[CH:24][N:23]=1)[C:5]1[CH:10]=[CH:9][C:8]([C:11]2[CH:16]=[CH:15][C:14]([C:17]([F:20])([F:19])[F:18])=[CH:13][CH:12]=2)=[CH:7][CH:6]=1.[Li+].[OH-].Cl.C(N1C=CN=C1)(N1C=CN=C1)=O.C(N(C(C)C)CC)(C)C.[NH2:57][C:58]1[NH:62][N:61]=[N:60][N:59]=1. The catalyst is O1CCCC1. The product is [CH3:32][CH:2]([CH3:1])[CH2:3][CH:4]([NH:21][C:22]1[N:27]=[CH:26][C:25]([C:28]([NH:57][C:58]2[NH:62][N:61]=[N:60][N:59]=2)=[O:30])=[CH:24][N:23]=1)[C:5]1[CH:6]=[CH:7][C:8]([C:11]2[CH:12]=[CH:13][C:14]([C:17]([F:18])([F:20])[F:19])=[CH:15][CH:16]=2)=[CH:9][CH:10]=1. The yield is 0.0380. (3) The reactants are C([N:8]1[CH2:14][C:13]2[N:15]=[CH:16][C:17]([N:19]([CH:21]3[CH2:24][CH2:23][CH2:22]3)[CH3:20])=[N:18][C:12]=2[O:11][CH2:10][CH2:9]1)C1C=CC=CC=1.C(OCC)(=O)C.[ClH:31]. The catalyst is CO.[OH-].[OH-].[Pd+2]. The product is [ClH:31].[CH:21]1([N:19]([CH3:20])[C:17]2[CH:16]=[N:15][C:13]3[CH2:14][NH:8][CH2:9][CH2:10][O:11][C:12]=3[N:18]=2)[CH2:22][CH2:23][CH2:24]1. The yield is 0.650. (4) The catalyst is CN(C=O)C. The reactants are Br[C:2]1[CH:3]=[CH:4][C:5]([N+:8]([O-:10])=[O:9])=[N:6][CH:7]=1.C([O-])([O-])=O.[Cs+].[Cs+].[Cl:17][C:18]1[CH:23]=[C:22]([OH:24])[CH:21]=[CH:20][N:19]=1. The product is [Cl:17][C:18]1[CH:23]=[C:22]([O:24][C:2]2[CH:7]=[N:6][C:5]([N+:8]([O-:10])=[O:9])=[CH:4][CH:3]=2)[CH:21]=[CH:20][N:19]=1. The yield is 0.330.